Dataset: Forward reaction prediction with 1.9M reactions from USPTO patents (1976-2016). Task: Predict the product of the given reaction. (1) The product is: [CH:3]1([C:9]2[C:10]3[CH:11]=[CH:12][C:13]([C:47]([OH:49])=[O:48])=[CH:14][C:15]=3[N:16]3[C:22]=2[C:21]2[CH:23]=[CH:24][CH:25]=[CH:26][C:20]=2[O:19][CH:18]([CH2:27][N:28]([CH3:46])[CH2:29][CH2:30][N:31]([CH3:45])[CH2:32][CH2:33][S:34](=[O:44])(=[O:43])[NH:35][CH2:36][C:37]2[CH:38]=[CH:39][CH:40]=[CH:41][CH:42]=2)[CH2:17]3)[CH2:4][CH2:5][CH2:6][CH2:7][CH2:8]1. Given the reactants [OH-].[K+].[CH:3]1([C:9]2[C:10]3[CH:11]=[CH:12][C:13]([C:47]([O:49]C)=[O:48])=[CH:14][C:15]=3[N:16]3[C:22]=2[C:21]2[CH:23]=[CH:24][CH:25]=[CH:26][C:20]=2[O:19][CH:18]([CH2:27][N:28]([CH3:46])[CH2:29][CH2:30][N:31]([CH3:45])[CH2:32][CH2:33][S:34](=[O:44])(=[O:43])[NH:35][CH2:36][C:37]2[CH:42]=[CH:41][CH:40]=[CH:39][CH:38]=2)[CH2:17]3)[CH2:8][CH2:7][CH2:6][CH2:5][CH2:4]1.Cl, predict the reaction product. (2) Given the reactants Cl[C:2]1[N:7]=[C:6]([NH:8][C:9]2[CH:14]=[CH:13][C:12]3[O:15][CH2:16][CH2:17][O:18][C:11]=3[CH:10]=2)[C:5]([F:19])=[CH:4][N:3]=1.[CH2:20]([O:22][C:23]1[CH:29]=[CH:28][C:26]([NH2:27])=[CH:25][CH:24]=1)[CH3:21], predict the reaction product. The product is: [CH2:20]([O:22][C:23]1[CH:29]=[CH:28][C:26]([NH:27][C:2]2[N:7]=[C:6]([NH:8][C:9]3[CH:14]=[CH:13][C:12]4[O:15][CH2:16][CH2:17][O:18][C:11]=4[CH:10]=3)[C:5]([F:19])=[CH:4][N:3]=2)=[CH:25][CH:24]=1)[CH3:21]. (3) Given the reactants [CH3:1][C:2]1([CH3:18])[O:6][CH:5]([CH2:7][C:8]2[C:15]([O:16][CH3:17])=[CH:14][CH:13]=[CH:12][C:9]=2[CH:10]=O)[CH2:4][O:3]1.[OH2:19], predict the reaction product. The product is: [CH3:1][C:2]1([CH3:18])[O:6][CH:5]([CH2:7][C:8]2[C:15]([O:16][CH3:17])=[CH:14][CH:13]=[CH:12][C:9]=2/[CH:10]=[CH:1]/[C:2]([O:3][CH2:4][CH3:5])=[O:19])[CH2:4][O:3]1. (4) Given the reactants Cl[CH2:2][C:3]1[S:4][CH:5]=[C:6]([C:8]([NH:10][C:11]2[CH:19]=[C:18]([C:20]3[CH:25]=[CH:24][N:23]=[C:22]4[N:26](S(C5C=CC=CC=5)(=O)=O)[CH:27]=[CH:28][C:21]=34)[CH:17]=[C:16]3[C:12]=2[CH:13]=[N:14][N:15]3S(C2C=CC=CC=2)(=O)=O)=[O:9])[N:7]=1.[NH:47]1[CH2:52][CH2:51][O:50][CH2:49][CH2:48]1.C(O)(C)C.[OH-].[Na+], predict the reaction product. The product is: [N:47]1([CH2:2][C:3]2[S:4][CH:5]=[C:6]([C:8]([NH:10][C:11]3[CH:19]=[C:18]([C:20]4[CH:25]=[CH:24][N:23]=[C:22]5[NH:26][CH:27]=[CH:28][C:21]=45)[CH:17]=[C:16]4[C:12]=3[CH:13]=[N:14][NH:15]4)=[O:9])[N:7]=2)[CH2:52][CH2:51][O:50][CH2:49][CH2:48]1. (5) Given the reactants [NH2:1][C:2]1[C:7]([C:8]([OH:10])=O)=[CH:6][C:5]([Br:11])=[CH:4][N:3]=1.[NH2:12][C:13]1[CH:18]=[CH:17][CH:16]=[CH:15][CH:14]=1.CS(N1C2C=CC=CC=2N=N1)(=O)=O.CCN(C(C)C)C(C)C, predict the reaction product. The product is: [NH2:1][C:2]1[C:7]([C:8]([NH:12][C:13]2[CH:18]=[CH:17][CH:16]=[CH:15][CH:14]=2)=[O:10])=[CH:6][C:5]([Br:11])=[CH:4][N:3]=1.